Dataset: Forward reaction prediction with 1.9M reactions from USPTO patents (1976-2016). Task: Predict the product of the given reaction. (1) Given the reactants Cl[CH:2]([C:14]1[CH:19]=[CH:18][CH:17]=[CH:16][CH:15]=1)[C:3]([C:5]1[C:13]2[C:8](=[CH:9][CH:10]=[CH:11][CH:12]=2)[NH:7][CH:6]=1)=[O:4].[CH3:20][O:21][C:22]1[CH:28]=[CH:27][C:26]([O:29][CH3:30])=[CH:25][C:23]=1[NH2:24].CCN(C(C)C)C(C)C, predict the reaction product. The product is: [CH3:20][O:21][C:22]1[CH:28]=[CH:27][C:26]([O:29][CH3:30])=[CH:25][C:23]=1[NH:24][CH:2]([C:14]1[CH:19]=[CH:18][CH:17]=[CH:16][CH:15]=1)[C:3]([C:5]1[C:13]2[C:8](=[CH:9][CH:10]=[CH:11][CH:12]=2)[NH:7][CH:6]=1)=[O:4]. (2) Given the reactants P(Cl)(Cl)([Cl:3])=O.[CH3:6][O:7][C:8]1[N:13]=[CH:12][C:11]([C:14]2[C:23]3[C:18](=[CH:19][CH:20]=[CH:21][CH:22]=3)[C:17](=O)[NH:16][N:15]=2)=[CH:10][CH:9]=1, predict the reaction product. The product is: [Cl:3][C:17]1[C:18]2[C:23](=[CH:22][CH:21]=[CH:20][CH:19]=2)[C:14]([C:11]2[CH:12]=[N:13][C:8]([O:7][CH3:6])=[CH:9][CH:10]=2)=[N:15][N:16]=1. (3) Given the reactants [CH2:1]([O:8][C:9]([N:11]([CH3:17])[C@H:12]([C:14]([OH:16])=O)[CH3:13])=[O:10])[C:2]1[CH:7]=[CH:6][CH:5]=[CH:4][CH:3]=1.[NH2:18][C@@H:19]([CH:24]1[CH2:29][CH2:28][CH2:27][CH2:26][CH2:25]1)[C:20]([O:22][CH3:23])=[O:21].ClC1N=C(OC)N=C(OC)N=1.CN1CCOCC1, predict the reaction product. The product is: [CH2:1]([O:8][C:9]([N:11]([CH3:17])[C@H:12]([C:14]([NH:18][C@@H:19]([CH:24]1[CH2:29][CH2:28][CH2:27][CH2:26][CH2:25]1)[C:20]([O:22][CH3:23])=[O:21])=[O:16])[CH3:13])=[O:10])[C:2]1[CH:3]=[CH:4][CH:5]=[CH:6][CH:7]=1.